This data is from Reaction yield outcomes from USPTO patents with 853,638 reactions. The task is: Predict the reaction yield, written as a fraction of the theoretical maximum amount of product (1.0 means a 100% yield; for example, 0.34 means a 34% yield). (1) The reactants are [Cl:1]NC(=O)CCC(N)=O.CSC.[CH2:13]([O:20][C:21]1[C:26]([CH2:27]O)=[C:25]([CH2:29][CH3:30])[CH:24]=[C:23]([CH3:31])[N:22]=1)[C:14]1[CH:19]=[CH:18][CH:17]=[CH:16][CH:15]=1. The catalyst is ClCCl.[Cl-].[Na+].O. The product is [CH2:13]([O:20][C:21]1[C:26]([CH2:27][Cl:1])=[C:25]([CH2:29][CH3:30])[CH:24]=[C:23]([CH3:31])[N:22]=1)[C:14]1[CH:19]=[CH:18][CH:17]=[CH:16][CH:15]=1. The yield is 0.230. (2) The reactants are [P:1]([O-:29])([O-:28])([O:3][C:4]1[CH:9]=[CH:8][CH:7]=[C:6]([O:10][CH2:11][C:12]2[C:13]([C:18]3[N:22]([CH:23]([CH3:25])[CH3:24])[N:21]=[CH:20][CH:19]=3)=[N:14][CH:15]=[CH:16][CH:17]=2)[C:5]=1[CH:26]=[O:27])=[O:2]. The catalyst is CO.[Pd]. The product is [P:1]([OH:28])([OH:29])([O:3][C:4]1[CH:9]=[CH:8][CH:7]=[C:6]([O:10][CH2:11][C:12]2[C:13]([C:18]3[N:22]([CH:23]([CH3:25])[CH3:24])[N:21]=[CH:20][CH:19]=3)=[N:14][CH:15]=[CH:16][CH:17]=2)[C:5]=1[CH:26]=[O:27])=[O:2]. The yield is 0.0800. (3) The reactants are Cl.[NH2:2][CH:3]1[CH2:7][CH2:6][CH:5]([NH:8][C:9]([C:11]2[C:19]3[C:14](=[N:15][CH:16]=[C:17]([C:20]4[C:28]5[C:23](=[CH:24][C:25]([Cl:29])=[CH:26][CH:27]=5)[N:22]([CH3:30])[N:21]=4)[N:18]=3)[N:13]([CH2:31][O:32][CH2:33][CH2:34][Si:35]([CH3:38])([CH3:37])[CH3:36])[CH:12]=2)=[O:10])[CH2:4]1.C(N(CC)CC)C.[CH3:46][S:47](Cl)(=[O:49])=[O:48]. The catalyst is ClCCl. The product is [CH3:46][S:47]([NH:2][CH:3]1[CH2:7][CH2:6][CH:5]([NH:8][C:9]([C:11]2[C:19]3[C:14](=[N:15][CH:16]=[C:17]([C:20]4[C:28]5[C:23](=[CH:24][C:25]([Cl:29])=[CH:26][CH:27]=5)[N:22]([CH3:30])[N:21]=4)[N:18]=3)[N:13]([CH2:31][O:32][CH2:33][CH2:34][Si:35]([CH3:38])([CH3:37])[CH3:36])[CH:12]=2)=[O:10])[CH2:4]1)(=[O:49])=[O:48]. The yield is 0.790. (4) The reactants are [ClH:1].Cl.[N:3]1([C:9]2[N:14]=[CH:13][N:12]=[C:11]3[NH:15][N:16]=[CH:17][C:10]=23)[CH2:8][CH2:7][NH:6][CH2:5][CH2:4]1.C1C=CC2N(O)N=NC=2C=1.CCN=C=NCCCN(C)C.C(OC([NH:46][CH2:47][CH2:48][CH:49]([C:53]1[CH:58]=[CH:57][CH:56]=[CH:55][C:54]=1[Cl:59])[C:50](O)=[O:51])=O)(C)(C)C.C(N(CC)CC)C. The catalyst is CN(C=O)C. The product is [ClH:59].[ClH:1].[NH2:46][CH2:47][CH2:48][CH:49]([C:53]1[CH:58]=[CH:57][CH:56]=[CH:55][C:54]=1[Cl:59])[C:50]([N:6]1[CH2:5][CH2:4][N:3]([C:9]2[N:14]=[CH:13][N:12]=[C:11]3[NH:15][N:16]=[CH:17][C:10]=23)[CH2:8][CH2:7]1)=[O:51]. The yield is 0.670. (5) The catalyst is C1COCC1. The reactants are O[CH2:2][C:3]1[CH:4]=[CH:5][C:6]2=[C:7]([CH:21]=1)[O:8][CH2:9][C:10]1[CH:20]=[CH:19][CH:18]=[CH:17][C:11]=1/[C:12]/2=[C:13](\[CH3:16])/[C:14]#[N:15].[CH3:22][C:23]1[NH:33][C:26]2=[N:27][C:28]([CH3:32])=[CH:29][C:30]([CH3:31])=[C:25]2[N:24]=1.C1(P(C2C=CC=CC=2)C2C=CC=CC=2)C=CC=CC=1.N(C(OC(C)(C)C)=O)=NC(OC(C)(C)C)=O. The product is [CH3:22][C:23]1[N:33]([CH2:2][C:3]2[CH:4]=[CH:5][C:6]3=[C:7]([CH:21]=2)[O:8][CH2:9][C:10]2[CH:20]=[CH:19][CH:18]=[CH:17][C:11]=2/[C:12]/3=[C:13](\[CH3:16])/[C:14]#[N:15])[C:26]2=[N:27][C:28]([CH3:32])=[CH:29][C:30]([CH3:31])=[C:25]2[N:24]=1. The yield is 0.510. (6) The reactants are Cl[C:2]1[CH:13]=[CH:12][C:5]([C:6]([NH:8][CH2:9][CH2:10][OH:11])=O)=[CH:4][C:3]=1[N+:14]([O-:16])=[O:15].S(Cl)(Cl)=O.C1COCC1.[CH2:26]([NH2:28])[CH3:27]. The catalyst is C(Cl)Cl.C(Cl)(Cl)Cl. The product is [O:11]1[CH2:10][CH2:9][N:8]=[C:6]1[C:5]1[CH:12]=[CH:13][C:2]([CH2:27][CH2:26][NH2:28])=[C:3]([N+:14]([O-:16])=[O:15])[CH:4]=1. The yield is 0.450. (7) The reactants are [C:18]1(P([C:14]2[CH:19]=[CH:18][CH:17]=CC=2)[C:18]2[CH:17]=CC=[CH:14][CH:19]=2)[CH:17]=CC=[CH:14][CH:19]=1.[NH2:20][C:21]1[CH:22]=[C:23]([OH:26])[NH:24][N:25]=1.C1(CO)CC1.N(C(OC(C)C)=O)=NC(OC(C)C)=O. The catalyst is C1COCC1.CN(C=O)C. The product is [CH:18]1([CH2:17][O:26][C:23]2[NH:24][N:25]=[C:21]([NH2:20])[CH:22]=2)[CH2:19][CH2:14]1. The yield is 0.150. (8) The reactants are Br[C:2]1[CH:3]=[C:4]([CH:8]=[C:9]([F:11])[CH:10]=1)[C:5]([OH:7])=[O:6].[N:12]1[CH:17]=[CH:16][C:15](B(O)O)=[CH:14][CH:13]=1.C(=O)([O-])[O-].[K+].[K+]. The catalyst is C(O)C.C([O-])(=O)C.[Pd+2].C([O-])(=O)C. The product is [F:11][C:9]1[CH:8]=[C:4]([CH:3]=[C:2]([C:15]2[CH:16]=[CH:17][N:12]=[CH:13][CH:14]=2)[CH:10]=1)[C:5]([OH:7])=[O:6]. The yield is 0.470.